This data is from Forward reaction prediction with 1.9M reactions from USPTO patents (1976-2016). The task is: Predict the product of the given reaction. The product is: [CH3:20][O:21][C:22]1[CH:28]=[CH:27][CH:26]=[CH:25][C:23]=1[NH:24][C:2]1[N:3]=[CH:4][C:5]2[CH2:11][N:10]([C:12]([C:14]3[CH:15]=[N:16][CH:17]=[CH:18][CH:19]=3)=[O:13])[CH2:9][CH2:8][C:6]=2[N:7]=1. Given the reactants Cl[C:2]1[N:3]=[CH:4][C:5]2[CH2:11][N:10]([C:12]([C:14]3[CH:15]=[N:16][CH:17]=[CH:18][CH:19]=3)=[O:13])[CH2:9][CH2:8][C:6]=2[N:7]=1.[CH3:20][O:21][C:22]1[CH:28]=[CH:27][CH:26]=[CH:25][C:23]=1[NH2:24].CCOC(C)=O, predict the reaction product.